Task: Predict which catalyst facilitates the given reaction.. Dataset: Catalyst prediction with 721,799 reactions and 888 catalyst types from USPTO (1) Reactant: C(OC(=O)[N:7]([C:19]1[CH:24]=[CH:23][C:22]([CH:25]([C:27]2[C:35]3[C:34]([CH:36]4[CH2:40][CH2:39][CH2:38][CH2:37]4)=[N:33][CH:32]=[N:31][C:30]=3[N:29]([S:41]([C:44]3[CH:49]=[CH:48][CH:47]=[CH:46][CH:45]=3)(=[O:43])=[O:42])[CH:28]=2)O)=[CH:21][N:20]=1)[CH2:8][C:9]1[CH:10]=[N:11][C:12]([C:15]([F:18])([F:17])[F:16])=[CH:13][CH:14]=1)(C)(C)C.FC(F)(F)C(O)=O.C([SiH](CC)CC)C.C(#N)C. Product: [C:44]1([S:41]([N:29]2[C:30]3[N:31]=[CH:32][N:33]=[C:34]([CH:36]4[CH2:40][CH2:39][CH2:38][CH2:37]4)[C:35]=3[C:27]([CH2:25][C:22]3[CH:23]=[CH:24][C:19]([NH:7][CH2:8][C:9]4[CH:10]=[N:11][C:12]([C:15]([F:16])([F:17])[F:18])=[CH:13][CH:14]=4)=[N:20][CH:21]=3)=[CH:28]2)(=[O:42])=[O:43])[CH:49]=[CH:48][CH:47]=[CH:46][CH:45]=1. The catalyst class is: 6. (2) Reactant: C1(P(C2C=CC=CC=2)C2C=CC=CC=2)C=CC=CC=1.[C:20]([C:22]1[CH:27]=[CH:26][C:25]([NH:28][CH:29]([C:63]2[CH:68]=[C:67]([CH2:69][CH3:70])[CH:66]=[C:65]([OH:71])[C:64]=2[F:72])[C:30]2[N:31]([C:44]([C:57]3[CH:62]=[CH:61][CH:60]=[CH:59][CH:58]=3)([C:51]3[CH:56]=[CH:55][CH:54]=[CH:53][CH:52]=3)[C:45]3[CH:50]=[CH:49][CH:48]=[CH:47][CH:46]=3)[CH:32]=[C:33]([C:35]3[CH:43]=[CH:42][CH:41]=[CH:40][C:36]=3[C:37]([NH2:39])=[O:38])[N:34]=2)=[CH:24][CH:23]=1)#[N:21].O[C@@H:74]1[CH2:78][CH2:77][O:76][CH2:75]1. Product: [C:20]([C:22]1[CH:27]=[CH:26][C:25]([NH:28][CH:29]([C:63]2[CH:68]=[C:67]([CH2:69][CH3:70])[CH:66]=[C:65]([O:71][C@H:74]3[CH2:78][CH2:77][O:76][CH2:75]3)[C:64]=2[F:72])[C:30]2[N:31]([C:44]([C:45]3[CH:50]=[CH:49][CH:48]=[CH:47][CH:46]=3)([C:51]3[CH:56]=[CH:55][CH:54]=[CH:53][CH:52]=3)[C:57]3[CH:58]=[CH:59][CH:60]=[CH:61][CH:62]=3)[CH:32]=[C:33]([C:35]3[CH:43]=[CH:42][CH:41]=[CH:40][C:36]=3[C:37]([NH2:39])=[O:38])[N:34]=2)=[CH:24][CH:23]=1)#[N:21]. The catalyst class is: 1. (3) Reactant: [Cl:1][C:2]1[C:8]([F:9])=[CH:7][C:6]([CH3:10])=[C:5]([F:11])[C:3]=1[NH2:4].[Br:12]Br. Product: [Cl:1][C:2]1[C:8]([F:9])=[C:7]([Br:12])[C:6]([CH3:10])=[C:5]([F:11])[C:3]=1[NH2:4]. The catalyst class is: 5. (4) Reactant: C(O[C@H:5]([CH2:8][CH2:9][C@@H:10]([OH:23])[CH2:11][O:12]S(C1C=CC(C)=CC=1)(=O)=O)[C:6]#[CH:7])(=O)C.C([O-])([O-])=O.[K+].[K+].[NH4+].[Cl-]. Product: [C:6]([C@@H:5]1[O:23][C@@H:10]([CH2:11][OH:12])[CH2:9][CH2:8]1)#[CH:7]. The catalyst class is: 5. (5) Reactant: [Cl:1][C:2]1[CH:11]=[CH:10][CH:9]=[C:8]2[C:3]=1[C:4](=[O:15])[N:5]=[C:6]([CH2:12][C:13]#[N:14])[NH:7]2.C(N(CC)CC)C.[Cl:23][C:24]1[CH:32]=[C:31]([Cl:33])[CH:30]=[CH:29][C:25]=1[C:26](Cl)=[O:27]. Product: [CH:10]1[CH:11]=[C:2]([Cl:1])[C:3]2[C:4]([NH:5]/[C:6](/[NH:7][C:8]=2[CH:9]=1)=[C:12](\[C:26]([C:25]1[CH:29]=[CH:30][C:31]([Cl:33])=[CH:32][C:24]=1[Cl:23])=[O:27])/[C:13]#[N:14])=[O:15]. The catalyst class is: 12. (6) Reactant: [Cl:1][C:2]1[CH:3]=[CH:4][CH:5]=[C:6]2[C:11]=1[C:10]([O:12][C:13]1[CH:14]=[CH:15][C:16]([F:23])=[C:17]([CH:22]=1)[C:18]([O:20]C)=[O:19])=[N:9][NH:8][C:7]2=[O:24].Cl. Product: [F:23][C:16]1[CH:15]=[CH:14][C:13]([O:12][C:10]2[C:11]3[C:6](=[CH:5][CH:4]=[CH:3][C:2]=3[Cl:1])[C:7](=[O:24])[NH:8][N:9]=2)=[CH:22][C:17]=1[C:18]([OH:20])=[O:19]. The catalyst class is: 500. (7) Reactant: Br[C:2]1[CH:7]=[C:6]([N+:8]([O-:10])=[O:9])[C:5]([NH:11][C:12](=[O:14])[CH3:13])=[C:4]([O:15][CH3:16])[CH:3]=1.[NH:17]1[CH2:22][CH2:21][O:20][CH2:19][CH2:18]1.C1C=CC(P(C2C(C3C(P(C4C=CC=CC=4)C4C=CC=CC=4)=CC=C4C=3C=CC=C4)=C3C(C=CC=C3)=CC=2)C2C=CC=CC=2)=CC=1.CC([O-])(C)C.[K+]. Product: [CH3:16][O:15][C:4]1[CH:3]=[C:2]([N:17]2[CH2:22][CH2:21][O:20][CH2:19][CH2:18]2)[CH:7]=[C:6]([N+:8]([O-:10])=[O:9])[C:5]=1[NH:11][C:12](=[O:14])[CH3:13]. The catalyst class is: 12.